Dataset: Full USPTO retrosynthesis dataset with 1.9M reactions from patents (1976-2016). Task: Predict the reactants needed to synthesize the given product. (1) Given the product [CH3:17][O:16][CH:3]([O:2][CH3:1])[CH2:4][N:5]([CH2:6][CH2:7][CH2:8]/[CH:9]=[CH:10]/[CH2:11][CH2:12][CH2:13][CH2:14][CH3:15])[C:27]([O:29][CH2:30][CH:31]1[C:32]2[C:37](=[CH:36][CH:35]=[CH:34][CH:33]=2)[C:38]2[C:43]1=[CH:42][CH:41]=[CH:40][CH:39]=2)=[O:28], predict the reactants needed to synthesize it. The reactants are: [CH3:1][O:2][CH:3]([O:16][CH3:17])[CH2:4][NH:5][CH2:6][CH2:7][CH2:8]/[CH:9]=[CH:10]/[CH2:11][CH2:12][CH2:13][CH2:14][CH3:15].C(N(C(C)C)CC)(C)C.[C:27](Cl)([O:29][CH2:30][CH:31]1[C:43]2[C:38](=[CH:39][CH:40]=[CH:41][CH:42]=2)[C:37]2[C:32]1=[CH:33][CH:34]=[CH:35][CH:36]=2)=[O:28].OS([O-])(=O)=O.[K+]. (2) The reactants are: [CH2:1]([O:8][C:9]1[CH:36]=[CH:35][C:12]([CH2:13][N:14]([CH2:27][CH2:28][C:29]2[CH:34]=[CH:33][CH:32]=[CH:31][N:30]=2)[C:15](=[O:26])[CH2:16][CH2:17][CH2:18][CH2:19][C:20]2[CH:25]=[CH:24][CH:23]=[CH:22][CH:21]=2)=[CH:11][C:10]=1[CH2:37][OH:38])[C:2]1[CH:7]=[CH:6][CH:5]=[CH:4][CH:3]=1.CCN(CC)CC.[CH3:46][S:47](Cl)(=[O:49])=[O:48]. Given the product [CH2:1]([O:8][C:9]1[CH:36]=[CH:35][C:12]([CH2:13][N:14]([CH2:27][CH2:28][C:29]2[CH:34]=[CH:33][CH:32]=[CH:31][N:30]=2)[C:15](=[O:26])[CH2:16][CH2:17][CH2:18][CH2:19][C:20]2[CH:21]=[CH:22][CH:23]=[CH:24][CH:25]=2)=[CH:11][C:10]=1[CH2:37][O:38][S:47]([CH3:46])(=[O:49])=[O:48])[C:2]1[CH:7]=[CH:6][CH:5]=[CH:4][CH:3]=1, predict the reactants needed to synthesize it. (3) Given the product [CH3:28][C:1]1[C:2]([CH:3]=[CH:16][C:18]2[CH:27]=[CH:26][C:21]([C:22]([O:24][CH3:25])=[O:23])=[CH:20][N:19]=2)=[CH:11][C:10]2[C:9]([CH3:12])([CH3:13])[CH2:8][CH2:7][C:6]([CH3:15])([CH3:14])[C:5]=2[CH:4]=1, predict the reactants needed to synthesize it. The reactants are: [CH3:1][C:2]1[C:3]([C:16]([C:18]2[CH:27]=[CH:26][C:21]([C:22]([O:24][CH3:25])=[O:23])=[CH:20][N:19]=2)=O)=[CH:4][C:5]2[C:6]([CH3:15])([CH3:14])[CH2:7][CH2:8][C:9]([CH3:13])([CH3:12])[C:10]=2[CH:11]=1.[CH3:28][Mg]Cl.C1COCC1.Cl.O.C1(C)C=CC(S(O)(=O)=O)=CC=1.C(=O)([O-])[O-].[Na+].[Na+].